Dataset: Full USPTO retrosynthesis dataset with 1.9M reactions from patents (1976-2016). Task: Predict the reactants needed to synthesize the given product. (1) Given the product [F:48][C:49]([F:53])([F:52])[CH2:2][S:1][C:19]1[CH:24]=[C:23]([C:25]2[C:26]([C:30]([F:32])([F:33])[F:31])=[N:27][NH:28][CH:29]=2)[CH:22]=[CH:21][C:20]=1[C:34]#[N:35], predict the reactants needed to synthesize it. The reactants are: [S:1]([C:19]1[CH:24]=[C:23]([C:25]2[C:26]([C:30]([F:33])([F:32])[F:31])=[N:27][NH:28][CH:29]=2)[CH:22]=[CH:21][C:20]=1[C:34]#[N:35])[C:2]1C=C(C2C(C(F)(F)F)=NNC=2)C=CC=1C#N.C(S([O-])=O)O.[Na+].C(=O)([O-])[O-].[K+].[K+].[F:48][C:49]([F:53])([F:52])CI. (2) The reactants are: [C:1]([O:5][C:6](=[O:14])[NH:7][CH:8]1[CH2:12][O:11][NH:10][C:9]1=[O:13])([CH3:4])([CH3:3])[CH3:2].FC(F)(F)S(O[CH2:21][CH:22]([F:24])[F:23])(=O)=O. Given the product [C:1]([O:5][C:6](=[O:14])[NH:7][C@@H:8]1[CH2:12][O:11][N:10]([CH2:21][CH:22]([F:24])[F:23])[C:9]1=[O:13])([CH3:4])([CH3:2])[CH3:3], predict the reactants needed to synthesize it. (3) The reactants are: Cl[C:2]1(Cl)[C:5]2([CH2:10][CH2:9][N:8]([C:11]([O:13][C:14]([CH3:17])([CH3:16])[CH3:15])=[O:12])[CH2:7][CH2:6]2)[CH2:4][C:3]1=[O:18].[Cl-].[NH4+]. Given the product [O:18]=[C:3]1[CH2:2][C:5]2([CH2:10][CH2:9][N:8]([C:11]([O:13][C:14]([CH3:17])([CH3:16])[CH3:15])=[O:12])[CH2:7][CH2:6]2)[CH2:4]1, predict the reactants needed to synthesize it.